From a dataset of Catalyst prediction with 721,799 reactions and 888 catalyst types from USPTO. Predict which catalyst facilitates the given reaction. Reactant: [NH2:1][CH:2]1[CH2:7][CH2:6][CH2:5][CH2:4][CH:3]1[OH:8].N1C(C)=CC=CC=1C.[F:17][C:18]([F:31])([F:30])[S:19](O[S:19]([C:18]([F:31])([F:30])[F:17])(=[O:21])=[O:20])(=[O:21])=[O:20].[C:32](Cl)(=[O:36])[C:33]([CH3:35])=[CH2:34]. Product: [C:32]([O:8][CH:3]1[CH2:4][CH2:5][CH2:6][CH2:7][CH:2]1[NH:1][S:19]([C:18]([F:31])([F:30])[F:17])(=[O:21])=[O:20])(=[O:36])[C:33]([CH3:35])=[CH2:34]. The catalyst class is: 9.